Predict the product of the given reaction. From a dataset of Forward reaction prediction with 1.9M reactions from USPTO patents (1976-2016). (1) The product is: [CH2:26]([N:28]([CH2:32][CH2:33][O:25][C:19]1[CH:18]=[C:17]2[C:22]([C:13]([O:12][C:7]3[CH:8]=[C:9]4[C:4](=[CH:5][CH:6]=3)[NH:3][C:2]([CH3:1])=[C:10]4[CH3:11])=[N:14][CH:15]=[N:16]2)=[CH:21][C:20]=1[O:23][CH3:24])[CH2:29][CH3:30])[CH3:27]. Given the reactants [CH3:1][C:2]1[NH:3][C:4]2[C:9]([C:10]=1[CH3:11])=[CH:8][C:7]([O:12][C:13]1[C:22]3[C:17](=[CH:18][C:19]([OH:25])=[C:20]([O:23][CH3:24])[CH:21]=3)[N:16]=[CH:15][N:14]=1)=[CH:6][CH:5]=2.[CH2:26]([N:28]([CH2:32][CH3:33])[CH2:29][CH2:30]O)[CH3:27], predict the reaction product. (2) Given the reactants [CH3:1][O:2][C:3]1[N:4]=[CH:5][C:6]([C:9]([OH:11])=O)=[N:7][CH:8]=1.S(Cl)(Cl)=O.[NH2:16][C:17]1[CH:18]=[C:19]([F:36])[C:20]([F:35])=[C:21]([C@:23]23[CH2:31][O:30][C@H:29]([CH2:32][F:33])[C@H:28]2[CH2:27][S:26][C:25]([NH2:34])=[N:24]3)[CH:22]=1.[OH-].[Na+], predict the reaction product. The product is: [NH2:34][C:25]1[S:26][CH2:27][C@@H:28]2[C@@H:29]([CH2:32][F:33])[O:30][CH2:31][C@:23]2([C:21]2[CH:22]=[C:17]([NH:16][C:9]([C:6]3[CH:5]=[N:4][C:3]([O:2][CH3:1])=[CH:8][N:7]=3)=[O:11])[CH:18]=[C:19]([F:36])[C:20]=2[F:35])[N:24]=1. (3) Given the reactants [C:1]1([CH3:14])[CH:6]=[CH:5][C:4]([O:7][CH:8]2[CH2:13][CH2:12][NH:11][CH2:10][CH2:9]2)=[CH:3][CH:2]=1.[Br:15][C:16]1[CH:24]=[CH:23][C:19]([C:20](O)=[O:21])=[CH:18][N:17]=1, predict the reaction product. The product is: [Br:15][C:16]1[N:17]=[CH:18][C:19]([C:20]([N:11]2[CH2:12][CH2:13][CH:8]([O:7][C:4]3[CH:3]=[CH:2][C:1]([CH3:14])=[CH:6][CH:5]=3)[CH2:9][CH2:10]2)=[O:21])=[CH:23][CH:24]=1. (4) The product is: [Br:22][CH2:12][C:11]1[CH:10]=[C:5]([CH:4]=[C:3]([O:13][CH3:14])[C:2]=1[Cl:1])[C:6]([O:8][CH3:9])=[O:7]. Given the reactants [Cl:1][C:2]1[C:11]([CH3:12])=[CH:10][C:5]([C:6]([O:8][CH3:9])=[O:7])=[CH:4][C:3]=1[O:13][CH3:14].C1C(=O)N([Br:22])C(=O)C1.CC(N=NC(C#N)(C)C)(C#N)C, predict the reaction product. (5) Given the reactants Cl[C:2]1[C:7]([C:8]([CH:10]=[CH2:11])=[O:9])=[C:6]([Cl:12])[CH:5]=[C:4]([CH3:13])[N:3]=1.[CH3:14][CH2:15][CH2:16][CH:17]([NH2:21])[CH2:18][CH2:19][CH3:20], predict the reaction product. The product is: [Cl:12][C:6]1[CH:5]=[C:4]([CH3:13])[N:3]=[C:2]2[C:7]=1[C:8](=[O:9])[CH:10]=[CH:11][N:21]2[CH:17]([CH2:18][CH2:19][CH3:20])[CH2:16][CH2:15][CH3:14]. (6) Given the reactants [F:1][C:2]1[CH:58]=[N:57][C:5]2[N:6]([C:31]3[CH:32]=[C:33]([C:37]4[CH:42]=[CH:41][C:40]([CH2:43][CH:44]5[CH2:49][CH2:48][N:47](C(OC(C)(C)C)=O)[CH2:46][CH2:45]5)=[CH:39][CH:38]=4)[CH:34]=[CH:35][CH:36]=3)[C:7](=[O:30])[N:8]([C@H:11]3[CH2:16][CH2:15][C@@H:14]([NH:17][C:18]([C:20]4[N:21]=[C:22]5[CH:27]=[CH:26][C:25]([F:28])=[CH:24][N:23]5[CH:29]=4)=[O:19])[CH2:13][CH2:12]3)[C:9](=[O:10])[C:4]=2[CH:3]=1.FC(F)(F)C(O)=O, predict the reaction product. The product is: [F:28][C:25]1[CH:26]=[CH:27][C:22]2[N:23]([CH:29]=[C:20]([C:18]([NH:17][C@H:14]3[CH2:13][CH2:12][C@@H:11]([N:8]4[C:9](=[O:10])[C:4]5[CH:3]=[C:2]([F:1])[CH:58]=[N:57][C:5]=5[N:6]([C:31]5[CH:32]=[C:33]([C:37]6[CH:42]=[CH:41][C:40]([CH2:43][CH:44]7[CH2:45][CH2:46][NH:47][CH2:48][CH2:49]7)=[CH:39][CH:38]=6)[CH:34]=[CH:35][CH:36]=5)[C:7]4=[O:30])[CH2:16][CH2:15]3)=[O:19])[N:21]=2)[CH:24]=1. (7) Given the reactants [N+:1]([C:4]1[CH:9]=[CH:8][CH:7]=[CH:6][C:5]=1/[CH:10]=[CH:11]/[C:12]([OH:14])=O)([O-])=O.[H][H], predict the reaction product. The product is: [NH:1]1[C:4]2[C:5](=[CH:6][CH:7]=[CH:8][CH:9]=2)[CH2:10][CH2:11][C:12]1=[O:14].